Dataset: Reaction yield outcomes from USPTO patents with 853,638 reactions. Task: Predict the reaction yield, written as a fraction of the theoretical maximum amount of product (1.0 means a 100% yield; for example, 0.34 means a 34% yield). (1) The reactants are C([O:8][C:9]1[CH:25]=[CH:24][C:12]([C:13]([NH:15][NH:16][C:17]([O:19][C:20]([CH3:23])([CH3:22])[CH3:21])=[O:18])=[O:14])=[CH:11][CH:10]=1)C1C=CC=CC=1. The catalyst is C(O)C.CO.C(Cl)Cl.[Pd]. The product is [OH:8][C:9]1[CH:10]=[CH:11][C:12]([C:13]([NH:15][NH:16][C:17]([O:19][C:20]([CH3:21])([CH3:23])[CH3:22])=[O:18])=[O:14])=[CH:24][CH:25]=1. The yield is 0.960. (2) The reactants are [CH3:1][C:2]([C:6]1[CH:11]=[CH:10][C:9]([N+:12]([O-])=O)=[CH:8][CH:7]=1)([CH3:5])[CH2:3][OH:4]. The catalyst is C1COCC1.C(O)C.[Pt](=O)=O. The product is [NH2:12][C:9]1[CH:8]=[CH:7][C:6]([C:2]([CH3:5])([CH3:1])[CH2:3][OH:4])=[CH:11][CH:10]=1. The yield is 0.680. (3) The reactants are [CH2:1]([NH:3][C:4](=[O:26])[NH:5][C:6]1[N:11]=[CH:10][C:9](B(O)O)=[C:8]([C:15]2[S:16][CH:17]=[C:18]([C:20]3[CH:25]=[CH:24][CH:23]=[CH:22][N:21]=3)[N:19]=2)[CH:7]=1)[CH3:2].Br[C:28]1[CH:29]=[C:30]([C:34]2[O:35][C:36]([CH3:39])=[N:37][N:38]=2)[CH:31]=[N:32][CH:33]=1.C(=O)([O-])[O-].[Cs+].[Cs+]. The catalyst is C1C=CC([P]([Pd]([P](C2C=CC=CC=2)(C2C=CC=CC=2)C2C=CC=CC=2)([P](C2C=CC=CC=2)(C2C=CC=CC=2)C2C=CC=CC=2)[P](C2C=CC=CC=2)(C2C=CC=CC=2)C2C=CC=CC=2)(C2C=CC=CC=2)C2C=CC=CC=2)=CC=1. The product is [CH2:1]([NH:3][C:4]([NH:5][C:6]1[N:11]=[CH:10][C:9]([C:28]2[CH:33]=[N:32][CH:31]=[C:30]([C:34]3[O:35][C:36]([CH3:39])=[N:37][N:38]=3)[CH:29]=2)=[C:8]([C:15]2[S:16][CH:17]=[C:18]([C:20]3[CH:25]=[CH:24][CH:23]=[CH:22][N:21]=3)[N:19]=2)[CH:7]=1)=[O:26])[CH3:2]. The yield is 0.170. (4) The reactants are [S:1]1[CH:5]=[CH:4][C:3]([CH2:6][C:7]([O:9][CH2:10][CH3:11])=[O:8])=[CH:2]1.[Li+].C[Si]([N-][Si](C)(C)C)(C)C.[C:22](Cl)(=[O:29])[C:23]1[CH:28]=[CH:27][CH:26]=[N:25][CH:24]=1. The catalyst is C1COCC1. The product is [O:29]=[C:22]([C:23]1[CH:24]=[N:25][CH:26]=[CH:27][CH:28]=1)[CH:6]([C:3]1[CH:4]=[CH:5][S:1][CH:2]=1)[C:7]([O:9][CH2:10][CH3:11])=[O:8]. The yield is 0.380. (5) The product is [O:49]=[C:29]1[C:28]([CH2:27][C:24]2[CH:25]=[CH:26][C:21]([C:16]3[CH:17]=[CH:18][CH:19]=[CH:20][C:15]=3[C:13]3[NH:3][C:4](=[O:7])[O:5][N:14]=3)=[CH:22][CH:23]=2)=[C:33]([CH2:34][CH2:35][CH3:36])[N:32]2[N:37]=[CH:38][N:39]=[C:31]2[N:30]1[C@H:40]1[CH2:45][CH2:44][C@H:43]([C:46]([NH2:48])=[O:47])[CH2:42][CH2:41]1. The reactants are [Cl-].O[NH3+:3].[C:4](=[O:7])([O-])[OH:5].[Na+].CS(C)=O.[C:13]([C:15]1[CH:20]=[CH:19][CH:18]=[CH:17][C:16]=1[C:21]1[CH:26]=[CH:25][C:24]([CH2:27][C:28]2[C:29](=[O:49])[N:30]([C@H:40]3[CH2:45][CH2:44][C@H:43]([C:46]([NH2:48])=[O:47])[CH2:42][CH2:41]3)[C:31]3[N:32]([N:37]=[CH:38][N:39]=3)[C:33]=2[CH2:34][CH2:35][CH3:36])=[CH:23][CH:22]=1)#[N:14]. The catalyst is C(OCC)(=O)C. The yield is 0.820. (6) The reactants are C(OC([CH2:8][NH:9][C:10]1[CH:11]=[C:12]([C:16]2[N:21]=[CH:20][C:19]([CH:22]=[CH:23][C:24]([O:26][CH2:27][CH3:28])=[O:25])=[CH:18][CH:17]=2)[CH:13]=[CH:14][CH:15]=1)=O)(C)(C)C.FC(F)(F)C(O)=O.C(=O)([O-])O.[Na+]. The catalyst is CO.ClCCl.[Pd]. The product is [CH3:8][NH:9][C:10]1[CH:11]=[C:12]([C:16]2[N:21]=[CH:20][C:19]([CH2:22][CH2:23][C:24]([O:26][CH2:27][CH3:28])=[O:25])=[CH:18][CH:17]=2)[CH:13]=[CH:14][CH:15]=1. The yield is 0.680. (7) The reactants are [Cl:1][C:2]1[CH:9]=[CH:8][C:5]([CH2:6][NH2:7])=[CH:4][CH:3]=1.[Br:10][C:11]1[CH:16]=[CH:15][CH:14]=[C:13](Br)[N:12]=1. The catalyst is C(OCC)C. The product is [Br:10][C:11]1[N:12]=[C:13]([NH:7][CH2:6][C:5]2[CH:8]=[CH:9][C:2]([Cl:1])=[CH:3][CH:4]=2)[CH:14]=[CH:15][CH:16]=1. The yield is 1.00.